From a dataset of Full USPTO retrosynthesis dataset with 1.9M reactions from patents (1976-2016). Predict the reactants needed to synthesize the given product. (1) Given the product [N:44]1([C:39]2[CH:38]=[CH:37][C:36]([NH:35][C:20]([C:10]3[CH:11]=[C:12]4[C:16](=[CH:17][C:9]=3[O:8][CH2:1][C:2]3[CH:3]=[CH:4][CH:5]=[CH:6][CH:7]=3)[NH:15][N:14]=[C:13]4[CH2:18][CH3:19])=[O:22])=[CH:41][CH:40]=2)[CH2:24][CH2:23][O:27][CH2:42][CH2:43]1, predict the reactants needed to synthesize it. The reactants are: [CH2:1]([O:8][C:9]1[CH:17]=[C:16]2[C:12]([C:13]([CH2:18][CH3:19])=[N:14][NH:15]2)=[CH:11][C:10]=1[C:20]([OH:22])=O)[C:2]1[CH:7]=[CH:6][CH:5]=[CH:4][CH:3]=1.[C:23](Cl)(=[O:27])[C:24](Cl)=O.O1CCN([NH:35][C:36]2[CH:41]=[CH:40][CH:39]=[CH:38][CH:37]=2)CC1.[CH3:42][CH2:43][N:44](C(C)C)C(C)C. (2) Given the product [F:19][C:14]1[CH:13]=[C:12]([F:20])[C:11]([C:5]2[CH:6]=[N:1][CH:2]=[N:3][CH:4]=2)=[CH:18][C:15]=1[CH:16]=[O:17], predict the reactants needed to synthesize it. The reactants are: [N:1]1[CH:6]=[C:5](B(O)O)[CH:4]=[N:3][CH:2]=1.Br[C:11]1[C:12]([F:20])=[CH:13][C:14]([F:19])=[C:15]([CH:18]=1)[CH:16]=[O:17].C(=O)([O-])[O-].[Cs+].[Cs+]. (3) The reactants are: [Cl:1][C:2]1[CH:11]=[CH:10][CH:9]=[C:8]2[C:3]=1[C:4](=[O:34])[N:5]([C:25]1[CH:30]=[CH:29][CH:28]=[C:27]([N+:31]([O-])=O)[CH:26]=1)[C:6]([C@@H:12]([O:14][Si:15]([CH:22]([CH3:24])[CH3:23])([CH:19]([CH3:21])[CH3:20])[CH:16]([CH3:18])[CH3:17])[CH3:13])=[N:7]2.[Sn](Cl)Cl.[OH-].[Na+]. Given the product [NH2:31][C:27]1[CH:26]=[C:25]([N:5]2[C:4](=[O:34])[C:3]3[C:8](=[CH:9][CH:10]=[CH:11][C:2]=3[Cl:1])[N:7]=[C:6]2[C@@H:12]([O:14][Si:15]([CH:16]([CH3:18])[CH3:17])([CH:22]([CH3:24])[CH3:23])[CH:19]([CH3:20])[CH3:21])[CH3:13])[CH:30]=[CH:29][CH:28]=1, predict the reactants needed to synthesize it.